From a dataset of Forward reaction prediction with 1.9M reactions from USPTO patents (1976-2016). Predict the product of the given reaction. (1) Given the reactants Br[C:2](C)(C)C(Br)=O.[F:8][C:9]([F:23])([F:22])[C:10]([NH:12][CH2:13][C:14]1[CH:19]=C[C:17](OC)=[CH:16][CH:15]=1)=[O:11].[C:24]([CH:27]([CH:29]([C:31]([O-])=O)[OH:30])[OH:28])([O-])=O.[Na+].[K+].O, predict the reaction product. The product is: [CH3:2][C:27]1([CH3:24])[C:29](=[O:30])[C:31]2[CH:19]=[C:14]([CH2:13][NH:12][C:10](=[O:11])[C:9]([F:8])([F:22])[F:23])[CH:15]=[CH:16][C:17]=2[O:28]1. (2) Given the reactants [C:1]1([C:7]2[N:8]=[C:9]3[CH2:14][CH2:13][CH2:12][CH2:11][N:10]3[CH:15]=2)[CH:6]=[CH:5][CH:4]=[CH:3][CH:2]=1.[Br:16]Br.C([O-])(O)=O.[Na+], predict the reaction product. The product is: [Br:16][C:15]1[N:10]2[CH2:11][CH2:12][CH2:13][CH2:14][C:9]2=[N:8][C:7]=1[C:1]1[CH:2]=[CH:3][CH:4]=[CH:5][CH:6]=1. (3) Given the reactants [F:1][C:2]([F:21])([F:20])[C:3]1[CH:8]=[CH:7][C:6]([C:9]2[CH:10]=[C:11]3[C:16](=[CH:17][CH:18]=2)[NH:15][C:14](=O)[CH2:13][CH2:12]3)=[CH:5][CH:4]=1.COC1C=CC(P2(=S)SP(=S)(C3C=CC(OC)=CC=3)[S:31]2)=CC=1, predict the reaction product. The product is: [F:1][C:2]([F:21])([F:20])[C:3]1[CH:8]=[CH:7][C:6]([C:9]2[CH:10]=[C:11]3[C:16](=[CH:17][CH:18]=2)[NH:15][C:14](=[S:31])[CH2:13][CH2:12]3)=[CH:5][CH:4]=1. (4) The product is: [C:21]([O:25][C:26](=[O:37])[CH2:27][S:28][C:29]1[CH:34]=[CH:33][C:32]([O:35][CH:2]([C:4]2[C:5]([CH3:20])=[N:6][C:7]([C:10]3[CH:15]=[CH:14][C:13]([C:16]([F:19])([F:18])[F:17])=[CH:12][CH:11]=3)=[CH:8][CH:9]=2)[CH3:3])=[CH:31][C:30]=1[CH3:36])([CH3:24])([CH3:23])[CH3:22]. Given the reactants Cl[CH:2]([C:4]1[C:5]([CH3:20])=[N:6][C:7]([C:10]2[CH:15]=[CH:14][C:13]([C:16]([F:19])([F:18])[F:17])=[CH:12][CH:11]=2)=[CH:8][CH:9]=1)[CH3:3].[C:21]([O:25][C:26](=[O:37])[CH2:27][S:28][C:29]1[CH:34]=[CH:33][C:32]([OH:35])=[CH:31][C:30]=1[CH3:36])([CH3:24])([CH3:23])[CH3:22].C([O-])([O-])=O.[Cs+].[Cs+], predict the reaction product.